Dataset: Forward reaction prediction with 1.9M reactions from USPTO patents (1976-2016). Task: Predict the product of the given reaction. (1) Given the reactants [CH3:1][S:2][C:3]1[N:8]=[C:7](Cl)[CH:6]=[C:5]([Cl:10])[N:4]=1.[C:11](#[N:15])[CH2:12][C:13]#[N:14].[H-].[Na+], predict the reaction product. The product is: [Cl:10][C:5]1[N:4]=[C:3]([S:2][CH3:1])[N:8]=[C:7]([CH:12]([C:11]#[N:15])[C:13]#[N:14])[CH:6]=1. (2) The product is: [CH:23]1[C:24]2[C:19](=[C:18]([NH:15][C:16]([NH:12][CH2:11][C:10]3[CH:9]=[CH:8][C:7]([N:1]4[CH2:6][CH2:5][O:4][CH2:3][CH2:2]4)=[CH:14][CH:13]=3)=[O:17])[CH:27]=[CH:26][CH:25]=2)[CH:20]=[CH:21][N:22]=1. Given the reactants [N:1]1([C:7]2[CH:14]=[CH:13][C:10]([CH2:11][NH2:12])=[CH:9][CH:8]=2)[CH2:6][CH2:5][O:4][CH2:3][CH2:2]1.[N:15]([C:18]1[CH:27]=[CH:26][CH:25]=[C:24]2[C:19]=1[CH:20]=[CH:21][N:22]=[CH:23]2)=[C:16]=[O:17], predict the reaction product. (3) Given the reactants [NH2:1][C:2]1[CH:3]=[C:4]2[C:9](=[CH:10][CH:11]=1)[CH2:8][NH:7][C:6](=[O:12])[CH2:5]2.[N:13]([O-])=O.[Na+].O.O.Cl[Sn]Cl.[C:22]([CH2:28][C:29]#[N:30])(=O)[C:23]([CH3:26])([CH3:25])[CH3:24], predict the reaction product. The product is: [C:23]([C:22]1[CH:28]=[C:29]([NH2:30])[N:1]([C:2]2[CH:3]=[C:4]3[C:9](=[CH:10][CH:11]=2)[CH2:8][NH:7][C:6](=[O:12])[CH2:5]3)[N:13]=1)([CH3:26])([CH3:25])[CH3:24].